From a dataset of NCI-60 drug combinations with 297,098 pairs across 59 cell lines. Regression. Given two drug SMILES strings and cell line genomic features, predict the synergy score measuring deviation from expected non-interaction effect. Drug 1: C1CN(CCN1C(=O)CCBr)C(=O)CCBr. Cell line: SF-295. Drug 2: C1CN(P(=O)(OC1)NCCCl)CCCl. Synergy scores: CSS=36.9, Synergy_ZIP=-0.337, Synergy_Bliss=-1.51, Synergy_Loewe=-29.8, Synergy_HSA=-0.945.